From a dataset of Peptide-MHC class II binding affinity with 134,281 pairs from IEDB. Regression. Given a peptide amino acid sequence and an MHC pseudo amino acid sequence, predict their binding affinity value. This is MHC class II binding data. (1) The binding affinity (normalized) is 0.176. The peptide sequence is INEPTAAAIAYGLDR. The MHC is DRB1_1001 with pseudo-sequence DRB1_1001. (2) The peptide sequence is SQDLELSWNLNGLIAY. The MHC is HLA-DQA10101-DQB10501 with pseudo-sequence HLA-DQA10101-DQB10501. The binding affinity (normalized) is 0.891. (3) The peptide sequence is HTMWHVTRGAFLVRN. The MHC is HLA-DQA10303-DQB10402 with pseudo-sequence HLA-DQA10303-DQB10402. The binding affinity (normalized) is 0.677. (4) The peptide sequence is FLLMYEMHRESLLKS. The MHC is DRB1_1501 with pseudo-sequence DRB1_1501. The binding affinity (normalized) is 0.145. (5) The peptide sequence is AWKVAATAANAAPAN. The MHC is HLA-DPA10201-DPB11401 with pseudo-sequence HLA-DPA10201-DPB11401. The binding affinity (normalized) is 0.579. (6) The peptide sequence is IFYDVFFAVANGNEL. The MHC is DRB1_0404 with pseudo-sequence DRB1_0404. The binding affinity (normalized) is 0.519. (7) The peptide sequence is WKVRLLPVPPTVTVF. The MHC is DRB1_1001 with pseudo-sequence DRB1_1001. The binding affinity (normalized) is 0.429. (8) The peptide sequence is AYGIPKVPPGPNITA. The MHC is DRB1_0101 with pseudo-sequence DRB1_0101. The binding affinity (normalized) is 0.0479.